From a dataset of Full USPTO retrosynthesis dataset with 1.9M reactions from patents (1976-2016). Predict the reactants needed to synthesize the given product. (1) Given the product [Cl:1][C:2]1[CH:3]=[CH:4][C:5]([OH:10])=[C:6]([C:7]2[N:8]=[C:9]([C:11]3[CH:16]=[C:15]([Cl:17])[CH:14]=[CH:13][C:12]=3[OH:18])[N:21]([C:23]3[CH:24]=[CH:25][C:26]([C:27]([OH:29])=[O:28])=[CH:30][CH:31]=3)[N:22]=2)[CH:20]=1, predict the reactants needed to synthesize it. The reactants are: [Cl:1][C:2]1[CH:3]=[CH:4][C:5]2[O:10][C:9]([C:11]3[CH:16]=[C:15]([Cl:17])[CH:14]=[CH:13][C:12]=3[OH:18])=[N:8][C:7](=O)[C:6]=2[CH:20]=1.[NH:21]([C:23]1[CH:31]=[CH:30][C:26]([C:27]([OH:29])=[O:28])=[CH:25][CH:24]=1)[NH2:22]. (2) Given the product [NH2:36][C:33]1[CH:32]=[CH:31][C:30]([O:29][CH2:28][CH2:27][CH2:26][CH2:25][CH2:24][C:23]([O:22][CH2:21][CH2:20][O:19][CH2:18][CH2:17][O:16][C:14](=[O:15])[CH2:13][CH2:12][CH2:11][CH2:10][CH2:9][O:8][C:7]2[CH:6]=[CH:5][C:4]([NH2:1])=[CH:41][CH:40]=2)=[O:39])=[CH:35][CH:34]=1, predict the reactants needed to synthesize it. The reactants are: [N+:1]([C:4]1[CH:41]=[CH:40][C:7]([O:8][CH2:9][CH2:10][CH2:11][CH2:12][CH2:13][C:14]([O:16][CH2:17][CH2:18][O:19][CH2:20][CH2:21][O:22][C:23](=[O:39])[CH2:24][CH2:25][CH2:26][CH2:27][CH2:28][O:29][C:30]2[CH:35]=[CH:34][C:33]([N+:36]([O-])=O)=[CH:32][CH:31]=2)=[O:15])=[CH:6][CH:5]=1)([O-])=O. (3) Given the product [Br:1][C:2]1[N:7]=[C:6]([C@@:8]2([CH:9]([F:11])[F:10])[NH:14][C:15](=[O:18])[CH2:16][O:13][CH2:12]2)[C:5]([F:19])=[CH:4][CH:3]=1, predict the reactants needed to synthesize it. The reactants are: [Br:1][C:2]1[N:7]=[C:6]([C@@:8]([NH:14][C:15](=[O:18])[CH2:16]Cl)([CH2:12][OH:13])[CH:9]([F:11])[F:10])[C:5]([F:19])=[C:4]([Si](CC)(CC)CC)[CH:3]=1.CC(C)([O-])C.[K+]. (4) Given the product [Br:16][CH2:1][C:2]1[C:12]([N+:13]([O-:15])=[O:14])=[CH:11][CH:10]=[CH:9][C:3]=1[C:4]([O:6][CH2:7][CH3:8])=[O:5], predict the reactants needed to synthesize it. The reactants are: [CH3:1][C:2]1[C:12]([N+:13]([O-:15])=[O:14])=[CH:11][CH:10]=[CH:9][C:3]=1[C:4]([O:6][CH2:7][CH3:8])=[O:5].[Br:16]N1C(=O)CCC1=O.C(OOC(=O)C1C=CC=CC=1)(=O)C1C=CC=CC=1.